From a dataset of Forward reaction prediction with 1.9M reactions from USPTO patents (1976-2016). Predict the product of the given reaction. Given the reactants [OH:1][C:2]1[CH:11]=[C:10](I)[CH:9]=[CH:8][C:3]=1[C:4]([O:6][CH3:7])=[O:5].[CH2:13]([O:15][C:16]1[CH:21]=[CH:20][C:19]([C:22]#[CH:23])=[CH:18][CH:17]=1)[CH3:14].C(=O)([O-])[O-].[K+].[K+].[CH3:30][O:31][CH2:32]Cl, predict the reaction product. The product is: [CH2:13]([O:15][C:16]1[CH:21]=[CH:20][C:19]([C:22]#[C:23][C:10]2[CH:9]=[CH:8][C:3]([C:4]([O:6][CH3:7])=[O:5])=[C:2]([O:1][CH2:30][O:31][CH3:32])[CH:11]=2)=[CH:18][CH:17]=1)[CH3:14].